This data is from Catalyst prediction with 721,799 reactions and 888 catalyst types from USPTO. The task is: Predict which catalyst facilitates the given reaction. (1) Product: [Cl:64][C:61]1[CH:62]=[CH:63][C:58]([CH:54]([C:51]2([NH:50][C:48](=[O:49])[O:47][C:43]([CH3:45])([CH3:44])[CH3:46])[CH2:52][CH2:53]2)[C:55]([N:40]2[CH2:41][CH2:42][N:37]([C:35]3[C:36]4[C@H:28]([CH3:27])[S:29][CH2:30][C:31]=4[N:32]=[CH:33][N:34]=3)[CH2:38][CH2:39]2)=[O:56])=[CH:59][CH:60]=1. Reactant: CN(C(ON1N=NC2C=CC=CC1=2)=[N+](C)C)C.F[P-](F)(F)(F)(F)F.Cl.Cl.[CH3:27][C@H:28]1[C:36]2[C:35]([N:37]3[CH2:42][CH2:41][NH:40][CH2:39][CH2:38]3)=[N:34][CH:33]=[N:32][C:31]=2[CH2:30][S:29]1.[C:43]([O:47][C:48]([NH:50][C:51]1([CH:54]([C:58]2[CH:63]=[CH:62][C:61]([Cl:64])=[CH:60][CH:59]=2)[C:55](O)=[O:56])[CH2:53][CH2:52]1)=[O:49])([CH3:46])([CH3:45])[CH3:44]. The catalyst class is: 2. (2) Reactant: [O:1]=[C:2]1[N:6]([C:7]2[CH:12]=[CH:11][C:10]([C:13]3[CH2:14][CH2:15][N:16]([C:19](=[O:25])[CH2:20][O:21]C(=O)C)[CH2:17][CH:18]=3)=[C:9]([F:26])[CH:8]=2)[CH2:5][C@H:4]([CH2:27][NH:28][C:29](=[O:31])[CH3:30])[O:3]1.C(=O)([O-])[O-].[K+].[K+].Cl. Product: [OH:21][CH2:20][C:19]([N:16]1[CH2:17][CH:18]=[C:13]([C:10]2[CH:11]=[CH:12][C:7]([N:6]3[CH2:5][CH:4]([CH2:27][NH:28][C:29](=[O:31])[CH3:30])[O:3][C:2]3=[O:1])=[CH:8][C:9]=2[F:26])[CH2:14][CH2:15]1)=[O:25]. The catalyst class is: 5.